The task is: Regression. Given a peptide amino acid sequence and an MHC pseudo amino acid sequence, predict their binding affinity value. This is MHC class II binding data.. This data is from Peptide-MHC class II binding affinity with 134,281 pairs from IEDB. (1) The peptide sequence is AAFHSRFVQALTTAA. The MHC is DRB1_0301 with pseudo-sequence DRB1_0301. The binding affinity (normalized) is 0.165. (2) The peptide sequence is PSLIKTLQSRMSKNF. The MHC is DRB1_0901 with pseudo-sequence DRB1_0901. The binding affinity (normalized) is 1.00.